The task is: Predict the reactants needed to synthesize the given product.. This data is from Full USPTO retrosynthesis dataset with 1.9M reactions from patents (1976-2016). (1) The reactants are: F[C:2]1[CH:9]=[C:8]([N:10]2[C:22]3[CH:21]=[CH:20][CH:19]=[C:18]([C:23]4[NH:27][C:26]5[CH:28]=[C:29]([F:32])[CH:30]=[CH:31][C:25]=5[N:24]=4)[C:17]=3[C:16]3[C:11]2=[CH:12][CH:13]=[CH:14][CH:15]=3)[CH:7]=[CH:6][C:3]=1[C:4]#[N:5].C(=O)([O-])[O-].[K+].[K+].[CH3:39][N:40]1[CH:44]=[C:43]([CH2:45][NH2:46])[N:42]=[CH:41]1.[OH-:47].[Na+].OO. Given the product [F:32][C:29]1[CH:30]=[CH:31][C:25]2[N:24]=[C:23]([C:18]3[C:17]4[C:16]5[C:11](=[CH:12][CH:13]=[CH:14][CH:15]=5)[N:10]([C:8]5[CH:7]=[CH:6][C:3]([C:4]([NH2:5])=[O:47])=[C:2]([NH:46][CH2:45][C:43]6[N:42]=[CH:41][N:40]([CH3:39])[CH:44]=6)[CH:9]=5)[C:22]=4[CH:21]=[CH:20][CH:19]=3)[NH:27][C:26]=2[CH:28]=1, predict the reactants needed to synthesize it. (2) Given the product [OH:23][B:15]1[CH:14]([NH:28][C:29](=[O:36])[CH2:30][NH:31][C:32]([O:34][CH3:35])=[O:33])[CH2:13][C:9]2[CH:10]=[CH:11][CH:12]=[C:7]([C:6]([OH:5])=[O:39])[C:8]=2[O:16]1, predict the reactants needed to synthesize it. The reactants are: C([O:5][C:6](=[O:39])[C:7]1[CH:12]=[CH:11][CH:10]=[C:9]([CH2:13][CH:14]([NH:28][C:29](=[O:36])[CH2:30][NH:31][C:32]([O:34][CH3:35])=[O:33])[B:15]2[O:23]C3C(C)(C4CC(C3)C4(C)C)[O:16]2)[C:8]=1OC)(C)(C)C.B(Br)(Br)Br. (3) Given the product [CH2:1]1[CH:9]2[N:4]([CH2:5][CH2:6][CH:7]([C:10]3[C:14]4[C:13](=[CH:18][N:17]=[CH:16][CH:15]=4)[N:12]([S:29]([C:19]4[C:28]5[C:23](=[CH:24][CH:25]=[CH:26][CH:27]=5)[CH:22]=[CH:21][CH:20]=4)(=[O:31])=[O:30])[CH:11]=3)[CH2:8]2)[CH2:3][CH2:2]1, predict the reactants needed to synthesize it. The reactants are: [CH2:1]1[CH:9]2[N:4]([CH2:5][CH2:6][CH:7]([C:10]3[C:18]4[C:13](=[CH:14][CH:15]=[CH:16][N:17]=4)[NH:12][CH:11]=3)[CH2:8]2)[CH2:3][CH2:2]1.[C:19]1([S:29](Cl)(=[O:31])=[O:30])[C:28]2[C:23](=[CH:24][CH:25]=[CH:26][CH:27]=2)[CH:22]=[CH:21][CH:20]=1.